Task: Predict the reaction yield, written as a fraction of the theoretical maximum amount of product (1.0 means a 100% yield; for example, 0.34 means a 34% yield).. Dataset: Reaction yield outcomes from USPTO patents with 853,638 reactions The reactants are [CH2:1]([O:19][CH:20]1[CH:25]([O:26][CH2:27][CH2:28][CH2:29][CH2:30][CH2:31][CH2:32][CH2:33][CH2:34][CH2:35][CH2:36][CH2:37][CH2:38][CH2:39][CH2:40][CH2:41][CH2:42][CH2:43][CH3:44])[CH:24]([O:45][CH2:46][CH2:47][CH2:48][CH2:49][CH2:50][CH2:51][CH2:52][CH2:53][CH2:54][CH2:55][CH2:56][CH2:57][CH2:58][CH2:59][CH2:60][CH2:61][CH2:62][CH3:63])[CH2:23][CH:22]([CH2:64][OH:65])[CH2:21]1)[CH2:2][CH2:3][CH2:4][CH2:5][CH2:6][CH2:7][CH2:8][CH2:9][CH2:10][CH2:11][CH2:12][CH2:13][CH2:14][CH2:15][CH2:16][CH2:17][CH3:18].O[C:67]1[CH:79]=[CH:78][C:77]2[C:76]3[C:71](=[CH:72][CH:73]=[CH:74][CH:75]=3)[C:70](=[O:80])[C:69]=2[CH:68]=1.C1(P(C2C=CC=CC=2)C2C=CC=CC=2)C=CC=CC=1. The catalyst is C1COCC1. The product is [CH2:1]([O:19][CH:20]1[CH:25]([O:26][CH2:27][CH2:28][CH2:29][CH2:30][CH2:31][CH2:32][CH2:33][CH2:34][CH2:35][CH2:36][CH2:37][CH2:38][CH2:39][CH2:40][CH2:41][CH2:42][CH2:43][CH3:44])[CH:24]([O:45][CH2:46][CH2:47][CH2:48][CH2:49][CH2:50][CH2:51][CH2:52][CH2:53][CH2:54][CH2:55][CH2:56][CH2:57][CH2:58][CH2:59][CH2:60][CH2:61][CH2:62][CH3:63])[CH2:23][CH:22]([CH2:64][O:65][C:67]2[CH:79]=[CH:78][C:77]3[C:76]4[C:71](=[CH:72][CH:73]=[CH:74][CH:75]=4)[C:70](=[O:80])[C:69]=3[CH:68]=2)[CH2:21]1)[CH2:2][CH2:3][CH2:4][CH2:5][CH2:6][CH2:7][CH2:8][CH2:9][CH2:10][CH2:11][CH2:12][CH2:13][CH2:14][CH2:15][CH2:16][CH2:17][CH3:18]. The yield is 0.930.